From a dataset of Full USPTO retrosynthesis dataset with 1.9M reactions from patents (1976-2016). Predict the reactants needed to synthesize the given product. (1) The reactants are: [N:1]1([S:11]([C:14]2[CH:22]=[CH:21][C:17]([C:18](O)=[O:19])=[CH:16][CH:15]=2)(=[O:13])=[O:12])[C:10]2[C:5](=[CH:6][CH:7]=[CH:8][CH:9]=2)[CH2:4][CH2:3][CH2:2]1.[NH2:23][C:24]1[CH:25]=[C:26]([NH:30][C:31](=[O:33])[CH3:32])[CH:27]=[CH:28][CH:29]=1. Given the product [C:31]([NH:30][C:26]1[CH:25]=[C:24]([NH:23][C:18](=[O:19])[C:17]2[CH:16]=[CH:15][C:14]([S:11]([N:1]3[C:10]4[C:5](=[CH:6][CH:7]=[CH:8][CH:9]=4)[CH2:4][CH2:3][CH2:2]3)(=[O:13])=[O:12])=[CH:22][CH:21]=2)[CH:29]=[CH:28][CH:27]=1)(=[O:33])[CH3:32], predict the reactants needed to synthesize it. (2) Given the product [NH2:1][C:4]1[CH:5]=[CH:6][C:7]2[O:13][CH2:12][CH2:11][CH2:10][N:9]([C:14](=[O:16])[CH3:15])[C:8]=2[CH:17]=1, predict the reactants needed to synthesize it. The reactants are: [N+:1]([C:4]1[CH:5]=[CH:6][C:7]2[O:13][CH2:12][CH2:11][CH2:10][N:9]([C:14](=[O:16])[CH3:15])[C:8]=2[CH:17]=1)([O-])=O. (3) Given the product [F:29][C:30]([F:34])([F:33])[CH2:31][O:32][C:2]1[CH:7]=[CH:6][C:5]([C:8]2[O:12][N:11]=[C:10]([C:13]3[CH:14]=[CH:15][C:16]([S:19]([NH2:22])(=[O:20])=[O:21])=[CH:17][CH:18]=3)[CH:9]=2)=[CH:4][C:3]=1[C:23]([F:24])([F:25])[F:26], predict the reactants needed to synthesize it. The reactants are: F[C:2]1[CH:7]=[CH:6][C:5]([C:8]2[O:12][N:11]=[C:10]([C:13]3[CH:18]=[CH:17][C:16]([S:19]([NH2:22])(=[O:21])=[O:20])=[CH:15][CH:14]=3)[CH:9]=2)=[CH:4][C:3]=1[C:23]([F:26])([F:25])[F:24].[H-].[Na+].[F:29][C:30]([F:34])([F:33])[CH2:31][OH:32].